Task: Regression. Given two drug SMILES strings and cell line genomic features, predict the synergy score measuring deviation from expected non-interaction effect.. Dataset: NCI-60 drug combinations with 297,098 pairs across 59 cell lines (1) Drug 1: CC1=C(C=C(C=C1)C(=O)NC2=CC(=CC(=C2)C(F)(F)F)N3C=C(N=C3)C)NC4=NC=CC(=N4)C5=CN=CC=C5. Drug 2: C1CN(CCN1C(=O)CCBr)C(=O)CCBr. Cell line: MALME-3M. Synergy scores: CSS=15.5, Synergy_ZIP=2.44, Synergy_Bliss=1.23, Synergy_Loewe=-26.3, Synergy_HSA=1.98. (2) Drug 2: CN(CC1=CN=C2C(=N1)C(=NC(=N2)N)N)C3=CC=C(C=C3)C(=O)NC(CCC(=O)O)C(=O)O. Drug 1: CC1=C2C(C(=O)C3(C(CC4C(C3C(C(C2(C)C)(CC1OC(=O)C(C(C5=CC=CC=C5)NC(=O)OC(C)(C)C)O)O)OC(=O)C6=CC=CC=C6)(CO4)OC(=O)C)OC)C)OC. Cell line: NCI-H522. Synergy scores: CSS=45.4, Synergy_ZIP=-9.75, Synergy_Bliss=-13.5, Synergy_Loewe=-16.5, Synergy_HSA=-11.3. (3) Cell line: A549. Drug 2: CCC1=C2CN3C(=CC4=C(C3=O)COC(=O)C4(CC)O)C2=NC5=C1C=C(C=C5)O. Drug 1: C1C(C(OC1N2C=C(C(=O)NC2=O)F)CO)O. Synergy scores: CSS=25.5, Synergy_ZIP=-3.26, Synergy_Bliss=0.781, Synergy_Loewe=-4.99, Synergy_HSA=0.818.